Dataset: Full USPTO retrosynthesis dataset with 1.9M reactions from patents (1976-2016). Task: Predict the reactants needed to synthesize the given product. (1) Given the product [F:1][C:2]1[CH:3]=[CH:4][C:5]([C:8]2([C:14]([N:18]([CH3:17])[C@H:19]3[CH2:38][N:23]4[C:24]5[C:29]([C:30]([CH2:31][C:32]([OH:34])=[O:33])=[C:22]4[CH2:21][CH2:20]3)=[CH:28][CH:27]=[CH:26][CH:25]=5)=[O:16])[CH2:9][CH2:10][O:11][CH2:12][CH2:13]2)=[CH:6][CH:7]=1, predict the reactants needed to synthesize it. The reactants are: [F:1][C:2]1[CH:7]=[CH:6][C:5]([C:8]2([C:14]([OH:16])=O)[CH2:13][CH2:12][O:11][CH2:10][CH2:9]2)=[CH:4][CH:3]=1.[CH3:17][NH:18][C@H:19]1[CH2:38][N:23]2[C:24]3[C:29]([C:30]([CH2:31][C:32]([O:34]CCC)=[O:33])=[C:22]2[CH2:21][CH2:20]1)=[CH:28][CH:27]=[CH:26][CH:25]=3. (2) The reactants are: [N:1]1([C:7]2[CH:12]=[CH:11][C:10]([N:13]3[CH:18]=[CH:17][C:16]4[O:19][CH:20]=[CH:21][C:15]=4[C:14]3=[O:22])=[CH:9][CH:8]=2)[CH2:6][CH2:5][NH:4][CH2:3][CH2:2]1.CC1C=CC(S(O[CH2:34][CH2:35][CH2:36][CH2:37][C:38]2[C:46]3[C:41](=[CH:42][CH:43]=[C:44]([C:47]#[N:48])[CH:45]=3)[NH:40][CH:39]=2)(=O)=O)=CC=1.C(=O)([O-])[O-].[K+].[K+].[I-].[K+]. Given the product [O:22]=[C:14]1[C:15]2[CH:21]=[CH:20][O:19][C:16]=2[CH:17]=[CH:18][N:13]1[C:10]1[CH:11]=[CH:12][C:7]([N:1]2[CH2:6][CH2:5][N:4]([CH2:34][CH2:35][CH2:36][CH2:37][C:38]3[C:46]4[C:41](=[CH:42][CH:43]=[C:44]([C:47]#[N:48])[CH:45]=4)[NH:40][CH:39]=3)[CH2:3][CH2:2]2)=[CH:8][CH:9]=1, predict the reactants needed to synthesize it.